From a dataset of Forward reaction prediction with 1.9M reactions from USPTO patents (1976-2016). Predict the product of the given reaction. Given the reactants [CH2:1]([O:5][CH2:6][CH2:7][O:8][C:9]1[CH:14]=[CH:13][C:12]([C:15]2[CH:16]=[CH:17][C:18]3[N:24]([CH2:25][CH2:26][CH3:27])[CH2:23][CH2:22][C:21]([C:28](O)=[O:29])=[CH:20][C:19]=3[CH:31]=2)=[CH:11][CH:10]=1)[CH2:2][CH2:3][CH3:4].CN(C=O)C.S(Cl)(Cl)=O.[N:41]1[CH:46]=[CH:45][CH:44]=[CH:43][C:42]=1[S:47][CH2:48][C:49]1[CH:55]=[CH:54][C:52]([NH2:53])=[CH:51][CH:50]=1, predict the reaction product. The product is: [CH2:1]([O:5][CH2:6][CH2:7][O:8][C:9]1[CH:10]=[CH:11][C:12]([C:15]2[CH:16]=[CH:17][C:18]3[N:24]([CH2:25][CH2:26][CH3:27])[CH2:23][CH2:22][C:21]([C:28]([NH:53][C:52]4[CH:54]=[CH:55][C:49]([CH2:48][S:47][C:42]5[CH:43]=[CH:44][CH:45]=[CH:46][N:41]=5)=[CH:50][CH:51]=4)=[O:29])=[CH:20][C:19]=3[CH:31]=2)=[CH:13][CH:14]=1)[CH2:2][CH2:3][CH3:4].